Dataset: Peptide-MHC class I binding affinity with 185,985 pairs from IEDB/IMGT. Task: Regression. Given a peptide amino acid sequence and an MHC pseudo amino acid sequence, predict their binding affinity value. This is MHC class I binding data. (1) The peptide sequence is YTVKYPEL. The MHC is H-2-Kb with pseudo-sequence H-2-Kb. The binding affinity (normalized) is 0.554. (2) The peptide sequence is VLRGNRQGL. The MHC is HLA-A02:06 with pseudo-sequence HLA-A02:06. The binding affinity (normalized) is 0.265. (3) The peptide sequence is LPCRIKQII. The MHC is HLA-B18:01 with pseudo-sequence HLA-B18:01. The binding affinity (normalized) is 0. (4) The peptide sequence is VNPTLLFLK. The MHC is HLA-A11:01 with pseudo-sequence HLA-A11:01. The binding affinity (normalized) is 0.359. (5) The peptide sequence is AHYEEDVNL. The binding affinity (normalized) is 0.0847. The MHC is HLA-B27:05 with pseudo-sequence HLA-B27:05. (6) The peptide sequence is VLNETTNWL. The MHC is HLA-A02:01 with pseudo-sequence HLA-A02:01. The binding affinity (normalized) is 0.936. (7) The peptide sequence is TFMDGTPEL. The MHC is HLA-A02:01 with pseudo-sequence HLA-A02:01. The binding affinity (normalized) is 0.533. (8) The peptide sequence is MNNVVQALT. The MHC is HLA-A02:02 with pseudo-sequence HLA-A02:02. The binding affinity (normalized) is 0.285.